From a dataset of Full USPTO retrosynthesis dataset with 1.9M reactions from patents (1976-2016). Predict the reactants needed to synthesize the given product. (1) Given the product [CH2:1]([O:3][CH2:4][C:5]1[N:6]([CH2:18][CH2:19][CH2:20][C:21]([NH2:30])=[O:23])[C:7]2[C:16]3[CH:15]=[CH:14][CH:13]=[CH:12][C:11]=3[N:10]=[CH:9][C:8]=2[N:17]=1)[CH3:2], predict the reactants needed to synthesize it. The reactants are: [CH2:1]([O:3][CH2:4][C:5]1[N:6]([CH2:18][CH2:19][CH2:20][C:21]([O:23]CC)=O)[C:7]2[C:16]3[CH:15]=[CH:14][CH:13]=[CH:12][C:11]=3[N:10]=[CH:9][C:8]=2[N:17]=1)[CH3:2].C([O-])(=O)C.[NH4+:30].C(=O)(O)[O-].[Na+]. (2) Given the product [CH2:1]([O:3][C:4]([C:6]1[C:10]([CH2:11][Br:28])=[C:9]([C:12]2[CH:13]=[CH:14][C:15]([O:18][CH3:19])=[CH:16][CH:17]=2)[N:8]([C:20]2[CH:25]=[CH:24][C:23]([Cl:26])=[CH:22][C:21]=2[Cl:27])[N:7]=1)=[O:5])[CH3:2], predict the reactants needed to synthesize it. The reactants are: [CH2:1]([O:3][C:4]([C:6]1[C:10]([CH3:11])=[C:9]([C:12]2[CH:17]=[CH:16][C:15]([O:18][CH3:19])=[CH:14][CH:13]=2)[N:8]([C:20]2[CH:25]=[CH:24][C:23]([Cl:26])=[CH:22][C:21]=2[Cl:27])[N:7]=1)=[O:5])[CH3:2].[Br:28]N1C(=O)CCC1=O. (3) The reactants are: [F:1][C:2]([F:19])([F:18])[CH2:3][N:4]1[CH2:9][CH2:8][CH:7]([NH:10]C(=O)OC(C)(C)C)[CH2:6][CH2:5]1.[C:20]([OH:26])([C:22]([F:25])([F:24])[F:23])=[O:21]. Given the product [F:23][C:22]([F:25])([F:24])[C:20]([OH:26])=[O:21].[F:19][C:2]([F:1])([F:18])[CH2:3][N:4]1[CH2:9][CH2:8][CH:7]([NH2:10])[CH2:6][CH2:5]1, predict the reactants needed to synthesize it. (4) Given the product [CH2:1]([O:3][C:4]([C:5]1[C:6]2[C:7](=[CH:8][C:9]([C:12]#[N:13])=[CH:10][CH:11]=2)[NH:14][C:17]=1[NH2:18])=[O:19])[CH3:2], predict the reactants needed to synthesize it. The reactants are: [CH2:1]([O:3][C:4](=[O:19])[CH:5]([C:17]#[N:18])[C:6]1[CH:11]=[CH:10][C:9]([C:12]#[N:13])=[CH:8][C:7]=1[N+:14]([O-])=O)[CH3:2]. (5) Given the product [C:27]([CH:22]1[CH2:23][CH2:24][CH2:25][N:20]([CH3:19])[C:21]1=[O:26])(=[O:29])[CH3:28], predict the reactants needed to synthesize it. The reactants are: C(NC(C)C)(C)C.C([Li])CCC.CCCCCC.[CH3:19][N:20]1[CH2:25][CH2:24][CH2:23][CH2:22][C:21]1=[O:26].[C:27](OCC)(=[O:29])[CH3:28]. (6) Given the product [Cl:1][C:2]1[CH:3]=[C:4]([N:8]2[C:13](=[O:14])[C:12]([O:15][CH2:16][CH2:17][C:18]([OH:21])([CH3:20])[CH3:19])=[C:11]([C:22]3[CH:27]=[CH:26][C:25]([S:28]([NH2:32])(=[O:30])=[O:29])=[CH:24][CH:23]=3)[CH:10]=[N:9]2)[CH:5]=[CH:6][CH:7]=1, predict the reactants needed to synthesize it. The reactants are: [Cl:1][C:2]1[CH:3]=[C:4]([N:8]2[C:13](=[O:14])[C:12]([O:15][CH2:16][CH2:17][C:18]([OH:21])([CH3:20])[CH3:19])=[C:11]([C:22]3[CH:27]=[CH:26][C:25]([S:28](C)(=[O:30])=[O:29])=[CH:24][CH:23]=3)[CH:10]=[N:9]2)[CH:5]=[CH:6][CH:7]=1.[NH3:32]. (7) Given the product [Cl:1][CH2:2][CH2:3][N:4]([CH2:21][CH2:22][Cl:23])[P:5]([NH2:20])(=[O:19])[O:6][CH2:7][C:8]1[CH:13]=[CH:12][C:11]([N+:14]([O-:16])=[O:15])=[C:10]([CH3:24])[CH:9]=1, predict the reactants needed to synthesize it. The reactants are: [Cl:1][CH2:2][CH2:3][N:4]([CH2:21][CH2:22][Cl:23])[P:5]([NH2:20])(=[O:19])[O:6][CH:7](OC)[C:8]1[CH:13]=[CH:12][C:11]([N+:14]([O-:16])=[O:15])=[CH:10][CH:9]=1.[CH3:24]OC1C=C(C=CC=1[N+]([O-])=O)CO.